From a dataset of Reaction yield outcomes from USPTO patents with 853,638 reactions. Predict the reaction yield, written as a fraction of the theoretical maximum amount of product (1.0 means a 100% yield; for example, 0.34 means a 34% yield). (1) The reactants are [C:1]1([C:20]2[CH:25]=[CH:24][CH:23]=[CH:22][CH:21]=2)[CH:6]=[CH:5][CH:4]=[C:3]([CH2:7][N:8]2[C:16]3[C:11](=[C:12]([O:17]C)[CH:13]=[CH:14][CH:15]=3)[CH:10]=[C:9]2[CH3:19])[CH:2]=1.B(Br)(Br)Br.C(Cl)Cl. No catalyst specified. The product is [C:1]1([C:20]2[CH:25]=[CH:24][CH:23]=[CH:22][CH:21]=2)[CH:6]=[CH:5][CH:4]=[C:3]([CH2:7][N:8]2[C:16]3[C:11](=[C:12]([OH:17])[CH:13]=[CH:14][CH:15]=3)[CH:10]=[C:9]2[CH3:19])[CH:2]=1. The yield is 0.870. (2) The reactants are [C:1]([C:5]1[CH:11]=[CH:10][C:8]([NH2:9])=[CH:7][CH:6]=1)([CH3:4])([CH3:3])[CH3:2].[S-:12][C:13]#[N:14].[Na+].BrBr.O.N. The catalyst is C(O)(=O)C. The product is [NH2:14][C:13]1[S:12][C:10]2[CH:11]=[C:5]([C:1]([CH3:4])([CH3:2])[CH3:3])[CH:6]=[CH:7][C:8]=2[N:9]=1. The yield is 0.690. (3) The reactants are [CH3:1][Mg]Br.[CH3:4][O:5][C:6]1[CH:11]=[CH:10][C:9]([C:12]([C:14]2[S:30][C:17]3[N:18]([CH2:22][CH2:23][N:24]4[CH2:29][CH2:28][O:27][CH2:26][CH2:25]4)[C:19]([CH3:21])=[CH:20][C:16]=3[CH:15]=2)=[O:13])=[CH:8][CH:7]=1. The catalyst is C1COCC1. The product is [CH3:4][O:5][C:6]1[CH:11]=[CH:10][C:9]([C:12]([C:14]2[S:30][C:17]3[N:18]([CH2:22][CH2:23][N:24]4[CH2:29][CH2:28][O:27][CH2:26][CH2:25]4)[C:19]([CH3:21])=[CH:20][C:16]=3[CH:15]=2)([OH:13])[CH3:1])=[CH:8][CH:7]=1. The yield is 0.220. (4) The reactants are Br[C:2]1[CH:3]=[CH:4][C:5]([CH3:21])=[C:6]([CH:20]=1)[CH2:7][C:8]1[S:9][C:10]([C:13]2[CH:18]=[CH:17][C:16]([F:19])=[CH:15][CH:14]=2)=[CH:11][CH:12]=1.C([Li])CCC.[Cl-].C([Al+]CC(C)C)C(C)C.[C@@H:37]12[O:47][CH2:46][C@@H:44]([O:45]1)[C@@H:42]([OH:43])[C@H:40]([OH:41])[C@H:38]2[OH:39].[H-].C([Al+]CC(C)C)C(C)C.[Al]. The catalyst is CC1CCCO1.C1(OC)C=CC=CC=1. The product is [CH3:21][C:5]1[CH:4]=[CH:3][C:2]([C@@H:37]2[O:45][C@H:44]([CH2:46][OH:47])[C@@H:42]([OH:43])[C@H:40]([OH:41])[C@H:38]2[OH:39])=[CH:20][C:6]=1[CH2:7][C:8]1[S:9][C:10]([C:13]2[CH:18]=[CH:17][C:16]([F:19])=[CH:15][CH:14]=2)=[CH:11][CH:12]=1. The yield is 0.420. (5) The reactants are Br[C:2]1[CH:3]=[C:4]([C:12]2[N:13]=[C:14]([CH2:17][CH2:18][C:19]([O:21][CH3:22])=[O:20])[O:15][CH:16]=2)[CH:5]=[C:6]([C:8]([F:11])([F:10])[F:9])[CH:7]=1.[CH3:23][C:24]1(C)[C:28](C)(C)OB(C(C)=C)O1.C([O-])(=O)C.[K+]. The catalyst is C1(C)C=CC=CC=1.O.C(OCC)(=O)C.C1C=CC([P]([Pd]([P](C2C=CC=CC=2)(C2C=CC=CC=2)C2C=CC=CC=2)([P](C2C=CC=CC=2)(C2C=CC=CC=2)C2C=CC=CC=2)[P](C2C=CC=CC=2)(C2C=CC=CC=2)C2C=CC=CC=2)(C2C=CC=CC=2)C2C=CC=CC=2)=CC=1. The product is [CH2:23]=[C:24]([C:2]1[CH:3]=[C:4]([C:12]2[N:13]=[C:14]([CH2:17][CH2:18][C:19]([O:21][CH3:22])=[O:20])[O:15][CH:16]=2)[CH:5]=[C:6]([C:8]([F:11])([F:10])[F:9])[CH:7]=1)[CH3:28]. The yield is 0.680.